Dataset: Forward reaction prediction with 1.9M reactions from USPTO patents (1976-2016). Task: Predict the product of the given reaction. (1) The product is: [Si:23]([O:30][CH2:31][CH2:32][CH2:33][O:34][C:35]1[CH:40]=[CH:39][C:38](/[C:41](/[C:49]2[CH:54]=[CH:53][C:52]([CH:55]3[CH2:57][CH2:56]3)=[C:51]([O:58][CH3:59])[N:50]=2)=[CH:42]\[C@H:43]2[CH2:44][CH2:45][C:46](=[O:48])[N:47]2[C:16]([O:18][C:19]([CH3:20])([CH3:21])[CH3:22])=[O:17])=[CH:37][CH:36]=1)([C:26]([CH3:29])([CH3:28])[CH3:27])([CH3:25])[CH3:24]. Given the reactants C(N(CC)CC)C.[C:16](O[C:16]([O:18][C:19]([CH3:22])([CH3:21])[CH3:20])=[O:17])([O:18][C:19]([CH3:22])([CH3:21])[CH3:20])=[O:17].[Si:23]([O:30][CH2:31][CH2:32][CH2:33][O:34][C:35]1[CH:40]=[CH:39][C:38](/[C:41](/[C:49]2[CH:54]=[CH:53][C:52]([CH:55]3[CH2:57][CH2:56]3)=[C:51]([O:58][CH3:59])[N:50]=2)=[CH:42]\[C@@H:43]2[NH:47][C:46](=[O:48])[CH2:45][CH2:44]2)=[CH:37][CH:36]=1)([C:26]([CH3:29])([CH3:28])[CH3:27])([CH3:25])[CH3:24].O, predict the reaction product. (2) Given the reactants [CH3:1][C:2]1[C:6]2[CH:7]=[CH:8][CH:9]=[CH:10][C:5]=2[O:4][C:3]=1[C:11]([OH:13])=O.[CH3:14][O:15][C:16](=[O:23])[C@@H:17]([CH2:19][CH:20]([CH3:22])[CH3:21])[NH2:18], predict the reaction product. The product is: [CH3:21][CH:20]([CH3:22])[CH2:19][C@@H:17]([NH:18][C:11]([C:3]1[O:4][C:5]2[CH:10]=[CH:9][CH:8]=[CH:7][C:6]=2[C:2]=1[CH3:1])=[O:13])[C:16]([O:15][CH3:14])=[O:23]. (3) Given the reactants [C:1]([N:8]1C=CN=C1)([N:3]1[CH:7]=[CH:6][N:5]=[CH:4]1)=[O:2].[N:13]1(N)[C:21]2[C:16](=[CH:17][CH:18]=[CH:19][CH:20]=2)[CH:15]=[CH:14]1.CNC1C=[CH:29][CH:28]=[CH:27]N=1, predict the reaction product. The product is: [N:13]1([NH:8][C:1]([NH:3][CH2:7][C:6]2[CH:29]=[CH:28][CH:27]=[CH:4][N:5]=2)=[O:2])[C:21]2[C:16](=[CH:17][CH:18]=[CH:19][CH:20]=2)[CH:15]=[CH:14]1. (4) Given the reactants [NH2:1][C:2]1[S:3][CH:4]=[CH:5][N:6]=1.[C:7]([N+:11]#[C-:12])([CH3:10])([CH3:9])[CH3:8].[CH:13](=O)[C:14]1[O:18][CH:17]=[CH:16][CH:15]=1, predict the reaction product. The product is: [C:7]([NH:11][C:12]1[N:6]2[C:2]([S:3][CH:4]=[CH:5]2)=[N:1][C:13]=1[C:14]1[O:18][CH:17]=[CH:16][CH:15]=1)([CH3:10])([CH3:9])[CH3:8]. (5) Given the reactants [CH2:1]([N:8]1[C:16]2[C:15](=[O:17])[NH:14][C:13](=[O:18])[N:12]([CH2:19][O:20][CH2:21][CH2:22][Si:23]([CH3:26])([CH3:25])[CH3:24])[C:11]=2[N:10]=[CH:9]1)[C:2]1[CH:7]=[CH:6][CH:5]=[CH:4][CH:3]=1.C1C(=O)N([Cl:34])C(=O)C1, predict the reaction product. The product is: [CH2:1]([N:8]1[C:16]2[C:15](=[O:17])[NH:14][C:13](=[O:18])[N:12]([CH2:19][O:20][CH2:21][CH2:22][Si:23]([CH3:26])([CH3:25])[CH3:24])[C:11]=2[N:10]=[C:9]1[Cl:34])[C:2]1[CH:7]=[CH:6][CH:5]=[CH:4][CH:3]=1.